From a dataset of Reaction yield outcomes from USPTO patents with 853,638 reactions. Predict the reaction yield, written as a fraction of the theoretical maximum amount of product (1.0 means a 100% yield; for example, 0.34 means a 34% yield). The reactants are C[O:2][C:3]1[N:4]=[N:5][C:6]([S:9]([C:12]2[NH:13][C:14]3[C:19]([C:20]=2[Cl:21])=[CH:18][CH:17]=[CH:16][CH:15]=3)(=[O:11])=[O:10])=[CH:7][CH:8]=1.Cl. The catalyst is O1CCOCC1. The product is [Cl:21][C:20]1[C:19]2[C:14](=[CH:15][CH:16]=[CH:17][CH:18]=2)[NH:13][C:12]=1[S:9]([C:6]1[CH:7]=[CH:8][C:3](=[O:2])[NH:4][N:5]=1)(=[O:11])=[O:10]. The yield is 0.990.